Dataset: NCI-60 drug combinations with 297,098 pairs across 59 cell lines. Task: Regression. Given two drug SMILES strings and cell line genomic features, predict the synergy score measuring deviation from expected non-interaction effect. (1) Drug 1: C1=NNC2=C1C(=O)NC=N2. Drug 2: COC1=C2C(=CC3=C1OC=C3)C=CC(=O)O2. Cell line: HCT-15. Synergy scores: CSS=-3.28, Synergy_ZIP=6.20, Synergy_Bliss=11.0, Synergy_Loewe=-7.23, Synergy_HSA=-4.13. (2) Drug 1: C1=CC(=CC=C1CCC2=CNC3=C2C(=O)NC(=N3)N)C(=O)NC(CCC(=O)O)C(=O)O. Drug 2: CC1CCCC2(C(O2)CC(NC(=O)CC(C(C(=O)C(C1O)C)(C)C)O)C(=CC3=CSC(=N3)C)C)C. Cell line: UACC62. Synergy scores: CSS=6.23, Synergy_ZIP=-5.13, Synergy_Bliss=-4.28, Synergy_Loewe=-3.42, Synergy_HSA=-3.12. (3) Drug 1: C1=CC(=C2C(=C1NCCNCCO)C(=O)C3=C(C=CC(=C3C2=O)O)O)NCCNCCO. Drug 2: C1CN(P(=O)(OC1)NCCCl)CCCl. Cell line: HL-60(TB). Synergy scores: CSS=47.5, Synergy_ZIP=-1.09, Synergy_Bliss=-3.63, Synergy_Loewe=-40.2, Synergy_HSA=-4.49. (4) Drug 1: CN1CCC(CC1)COC2=C(C=C3C(=C2)N=CN=C3NC4=C(C=C(C=C4)Br)F)OC. Drug 2: CC(C)NC(=O)C1=CC=C(C=C1)CNNC.Cl. Cell line: UACC-257. Synergy scores: CSS=-2.77, Synergy_ZIP=0.322, Synergy_Bliss=-2.89, Synergy_Loewe=-10.7, Synergy_HSA=-7.01.